Dataset: Catalyst prediction with 721,799 reactions and 888 catalyst types from USPTO. Task: Predict which catalyst facilitates the given reaction. (1) Reactant: [CH2:1]([C:3]1([CH2:13]C)[NH:7][C:6](=S)[C:5]([CH2:11][CH3:12])([CH2:9]C)[NH:4]1)[CH3:2].[OH-].[Na+].OO.[OH:19]S([O-])=O.[Na+]. Product: [CH2:1]([C:3]1([CH3:13])[NH:7][C:6](=[O:19])[C:5]([CH2:11][CH3:12])([CH3:9])[NH:4]1)[CH3:2]. The catalyst class is: 6. (2) Reactant: Br[CH2:2][C:3]([C:5]1[CH:10]=[CH:9][C:8]([OH:11])=[CH:7][CH:6]=1)=O.[NH2:12][C:13]1[CH:18]=[C:17]([CH3:19])[C:16]([Br:20])=[CH:15][N:14]=1. Product: [Br:20][C:16]1[C:17]([CH3:19])=[CH:18][C:13]2[N:14]([CH:2]=[C:3]([C:5]3[CH:10]=[CH:9][C:8]([OH:11])=[CH:7][CH:6]=3)[N:12]=2)[CH:15]=1. The catalyst class is: 10. (3) Reactant: [Cl:1][C:2]1[CH:7]=[C:6]([Cl:8])[C:5]([O:9][C:10]2[N:14]([CH3:15])[N:13]=[C:12]([CH3:16])[C:11]=2[CH:17]=[O:18])=[CH:4][C:3]=1/[CH:19]=[CH:20]/[C:21]([O:23]C)=[O:22].O1CCCC1.[OH-].[Na+].Cl. Product: [Cl:1][C:2]1[CH:7]=[C:6]([Cl:8])[C:5]([O:9][C:10]2[N:14]([CH3:15])[N:13]=[C:12]([CH3:16])[C:11]=2[CH:17]=[O:18])=[CH:4][C:3]=1/[CH:19]=[CH:20]/[C:21]([OH:23])=[O:22]. The catalyst class is: 5. (4) The catalyst class is: 21. Product: [CH3:15][C:10]1([C:8]2[S:9][C:5]([CH2:4][N:21]3[CH:20]=[C:19]([N+:16]([O-:18])=[O:17])[CH:23]=[N:22]3)=[CH:6][N:7]=2)[O:14][CH2:13][CH2:12][O:11]1. Reactant: N#N.Cl[CH2:4][C:5]1[S:9][C:8]([C:10]2([CH3:15])[O:14][CH2:13][CH2:12][O:11]2)=[N:7][CH:6]=1.[N+:16]([C:19]1[CH:20]=[N:21][NH:22][CH:23]=1)([O-:18])=[O:17].C([O-])([O-])=O.[K+].[K+].[Br-]. (5) Reactant: [C:1]([O:5][C:6]([N:8]1[C:12]2=[CH:13][N:14]=[CH:15][C:16]([C:17]3[CH:22]=[C:21]([C:23]([C:25]4[NH:57][C:28]5=[N:29][C:30]([N:33]6[CH2:38][CH2:37][CH:36]([O:39][Si](C(C)(C)C)(C7C=CC=CC=7)C7C=CC=CC=7)[CH2:35][CH2:34]6)=[CH:31][CH:32]=[C:27]5[N:26]=4)=[O:24])[CH:20]=[CH:19][C:18]=3[C:58]#[N:59])=[C:11]2[CH:10]=[CH:9]1)=[O:7])([CH3:4])([CH3:3])[CH3:2].CCCC[N+](CCCC)(CCCC)CCCC.[F-]. Product: [C:1]([O:5][C:6]([N:8]1[C:12]2=[CH:13][N:14]=[CH:15][C:16]([C:17]3[CH:22]=[C:21]([C:23]([C:25]4[NH:57][C:28]5=[N:29][C:30]([N:33]6[CH2:34][CH2:35][CH:36]([OH:39])[CH2:37][CH2:38]6)=[CH:31][CH:32]=[C:27]5[N:26]=4)=[O:24])[CH:20]=[CH:19][C:18]=3[C:58]#[N:59])=[C:11]2[CH:10]=[CH:9]1)=[O:7])([CH3:4])([CH3:2])[CH3:3]. The catalyst class is: 1.